Task: Predict the reaction yield, written as a fraction of the theoretical maximum amount of product (1.0 means a 100% yield; for example, 0.34 means a 34% yield).. Dataset: Reaction yield outcomes from USPTO patents with 853,638 reactions (1) The reactants are [F:1][C:2]1[C:3](=[O:9])[NH:4][C:5](=[O:8])[NH:6][CH:7]=1.N12CCCN=C1CCCCC2.Br[CH2:22][CH:23]([CH3:25])[CH3:24]. The catalyst is CC#N. The product is [F:1][C:2]1[C:3](=[O:9])[NH:4][C:5](=[O:8])[N:6]([CH2:22][CH:23]([CH3:25])[CH3:24])[CH:7]=1. The yield is 0.350. (2) The reactants are [OH-].[Na+].[S:3]1[C:7]2[CH:8]=[C:9]([CH2:12][C:13]#[N:14])[CH:10]=[CH:11][C:6]=2[N:5]=[CH:4]1.Br[CH2:16][CH2:17]Cl. The catalyst is [Cl-].C([N+](CC)(CC)CC)C1C=CC=CC=1.O. The product is [S:3]1[C:7]2[CH:8]=[C:9]([C:12]3([C:13]#[N:14])[CH2:17][CH2:16]3)[CH:10]=[CH:11][C:6]=2[N:5]=[CH:4]1. The yield is 0.240. (3) The reactants are [Br:1][C:2]1N=[C:6](C2NC(=O)C3C(C=2)=CC(OC)=CC=3OC)[CH:5]=[CH:4][CH:3]=1.[C:23]([O-:26])([O-])=O.[K+].[K+].Cl.Cl[CH2:31][CH2:32][N:33]([CH3:35])[CH3:34].CN([CH:39]=[O:40])C. No catalyst specified. The product is [Br:1][C:2]1[CH:3]=[C:4]([CH:5]=[CH:6][C:23]=1[O:26][CH2:31][CH2:32][N:33]([CH3:35])[CH3:34])[CH:39]=[O:40]. The yield is 0.770. (4) The reactants are [F:1][C:2]([F:14])([F:13])[C:3]([C:9]([F:12])([F:11])[F:10])(O)[CH2:4][CH:5]=[CH:6]C.OS(O)(=O)=O. No catalyst specified. The product is [F:1][C:2]([F:13])([F:14])[C:3]([C:9]([F:10])([F:11])[F:12])=[CH:4][CH:5]=[CH2:6]. The yield is 0.455. (5) The reactants are [Cl:1][C:2]1[CH:7]=[C:6](F)[CH:5]=[CH:4][C:3]=1[N+:9]([O-:11])=[O:10].[NH:12]1[CH2:17][CH2:16][O:15][CH2:14][CH2:13]1.C(=O)([O-])[O-].[K+].[K+]. The catalyst is CC#N. The product is [Cl:1][C:2]1[CH:7]=[C:6]([N:12]2[CH2:17][CH2:16][O:15][CH2:14][CH2:13]2)[CH:5]=[CH:4][C:3]=1[N+:9]([O-:11])=[O:10]. The yield is 0.680. (6) The reactants are Cl.[NH2:2][C:3]1[NH:7][N:6]=[C:5]([C:8]([N:10]([CH3:12])[CH3:11])=[O:9])[N:4]=1.[O:13]1[C:17]2[CH:18]=[CH:19][C:20]([C:22]3[S:23][CH:24]=[C:25]([C:27](O)=[O:28])[N:26]=3)=[CH:21][C:16]=2[CH2:15][CH2:14]1.N1C=CC=CC=1. No catalyst specified. The product is [O:13]1[C:17]2[CH:18]=[CH:19][C:20]([C:22]3[S:23][CH:24]=[C:25]([C:27]([NH:2][C:3]4[NH:4][C:5]([C:8](=[O:9])[N:10]([CH3:12])[CH3:11])=[N:6][N:7]=4)=[O:28])[N:26]=3)=[CH:21][C:16]=2[CH2:15][CH2:14]1. The yield is 0.340. (7) The reactants are [C:1]([NH:4][NH:5]C(=O)C1C=C(CC)C(OC)=NC=1C)(=[O:3])[CH3:2].S(Cl)([C:22]1[CH:28]=[CH:27][C:25](C)=[CH:24][CH:23]=1)(=O)=O.C([N:34]=P1(N(CC)CC)N(C)CCCN1C)(C)(C)C. The catalyst is O1CCCC1. The product is [CH3:2][C:1]1[O:3][C:22]([C:28]2[CH:27]=[CH:25][CH:24]=[CH:23][N:34]=2)=[N:5][N:4]=1. The yield is 0.730.